From a dataset of Blood-brain barrier permeability regression values from the B3DB database. Regression/Classification. Given a drug SMILES string, predict its absorption, distribution, metabolism, or excretion properties. Task type varies by dataset: regression for continuous measurements (e.g., permeability, clearance, half-life) or binary classification for categorical outcomes (e.g., BBB penetration, CYP inhibition). For this dataset (b3db_regression), we predict Y. (1) The drug is C[C@H]1[C@H]([C@H](C[C@@H](O1)O[C@H]2C[C@@](CC3=C2C(=C4C(=C3O)C(=O)C5=C(C4=O)C(=CC=C5)OC)O)(C(=O)CO)O)N)O. The Y is -0.830 log(BB ratio). (2) The compound is CN(C(CN1CCC(C1)O)C2=CC=CC=C2)C(=O)C(C3=CC=CC=C3)C4=CC=CC=C4. The Y is -0.510 log(BB ratio). (3) The compound is COC1=CC=C(C=C1)C2=NC3=CC=CC=C3C(=C2)NCCO. The Y is 0.900 log(BB ratio). (4) The molecule is CC(C)N1CCC(CC1)COC2=NC(=NC(=C2C(=O)NC)NCC3CCC4(CCC4)CC3)C#N. The Y is 0.0800 log(BB ratio).